Task: Predict the product of the given reaction.. Dataset: Forward reaction prediction with 1.9M reactions from USPTO patents (1976-2016) (1) Given the reactants C1(C)C=CC(C([C@](C(O)=O)(O)[C@](C(C2C=CC(C)=CC=2)=O)(O)C(O)=O)=O)=CC=1.[NH2:29][C@@H:30]1[CH:35]2[CH2:36][CH2:37][N:32]([CH2:33][CH2:34]2)[C@H:31]1[CH2:38][C:39]1[CH:40]=[N:41][CH:42]=[CH:43][CH:44]=1.[Cl-].[Na+].[OH-].[Na+], predict the reaction product. The product is: [NH2:29][C@@H:30]1[CH:35]2[CH2:34][CH2:33][N:32]([CH2:37][CH2:36]2)[C@H:31]1[CH2:38][C:39]1[CH:40]=[N:41][CH:42]=[CH:43][CH:44]=1. (2) Given the reactants [N:1]1[C:6]([CH3:7])=[CH:5][CH:4]=[CH:3][C:2]=1[CH3:8].[Li]CCCC.[N:14]1[C:23]2[C:18](=[CH:19][C:20]([C:24](OC)=[O:25])=[CH:21][CH:22]=2)[CH:17]=[CH:16][CH:15]=1.C1C[O:31]CC1, predict the reaction product. The product is: [CH3:7][C:6]1[N:1]=[C:2]([C:8](=[O:31])[C:24]([C:20]2[CH:19]=[C:18]3[C:23](=[CH:22][CH:21]=2)[N:14]=[CH:15][CH:16]=[CH:17]3)=[O:25])[CH:3]=[CH:4][CH:5]=1. (3) Given the reactants Cl.Cl.FC1C=CC(CC2C3(CCN(CCCN4CCOCC4)CC3)OC(=O)N2CC2C=CC(OCC(C)C)=CC=2)=CC=1.[C:43]([O:47][C:48]([N:50]1[CH2:80][CH2:79][C:53]2([O:57][C:56](=[O:58])[N:55](CC3C=CC(OCC(C)C)=CC=3)[CH:54]2[CH2:71][C:72]2[CH:77]=[CH:76][C:75]([F:78])=[CH:74][CH:73]=2)[CH2:52][CH2:51]1)=[O:49])([CH3:46])([CH3:45])[CH3:44].N1CCOCC1.ClCCCI.C(=O)([O-])[O-].[K+].[K+].[I-].[Na+], predict the reaction product. The product is: [C:43]([O:47][C:48]([N:50]1[CH2:51][CH2:52][C:53]2([O:57][C:56](=[O:58])[NH:55][CH:54]2[CH2:71][C:72]2[CH:73]=[CH:74][C:75]([F:78])=[CH:76][CH:77]=2)[CH2:79][CH2:80]1)=[O:49])([CH3:46])([CH3:44])[CH3:45]. (4) Given the reactants [F:1][C:2]1[CH:7]=[CH:6][C:5]([N:8]2[C:16]3[C:11](=[CH:12][C:13]([O:17][C@H:18]([C:22]4[CH:27]=[CH:26][CH:25]=[C:24]([O:28][CH3:29])[CH:23]=4)[C@@H:19]([NH2:21])[CH3:20])=[CH:14][CH:15]=3)[CH:10]=[N:9]2)=[CH:4][CH:3]=1.[CH3:30][C:31]1[NH:35][N:34]=[C:33]([C:36](O)=[O:37])[CH:32]=1, predict the reaction product. The product is: [F:1][C:2]1[CH:3]=[CH:4][C:5]([N:8]2[C:16]3[C:11](=[CH:12][C:13]([O:17][C@H:18]([C:22]4[CH:27]=[CH:26][CH:25]=[C:24]([O:28][CH3:29])[CH:23]=4)[C@@H:19]([NH:21][C:36]([C:33]4[CH:32]=[C:31]([CH3:30])[NH:35][N:34]=4)=[O:37])[CH3:20])=[CH:14][CH:15]=3)[CH:10]=[N:9]2)=[CH:6][CH:7]=1. (5) Given the reactants [N:1]1([C:7]([O:9][C:10]([CH3:13])([CH3:12])[CH3:11])=[O:8])[CH2:6][CH2:5][NH:4][CH2:3][CH2:2]1.[NH2:14][C:15]1[CH:16]=[C:17]([C:21]2[CH:26]=[CH:25][C:24]([C:27](O)=[O:28])=[CH:23][CH:22]=2)[CH:18]=[CH:19][CH:20]=1.CCN(C(C)C)C(C)C.CN(C(ON1N=NC2C=CC=CC1=2)=[N+](C)C)C.F[P-](F)(F)(F)(F)F, predict the reaction product. The product is: [NH2:14][C:15]1[CH:16]=[C:17]([C:21]2[CH:26]=[CH:25][C:24]([C:27]([N:4]3[CH2:5][CH2:6][N:1]([C:7]([O:9][C:10]([CH3:13])([CH3:12])[CH3:11])=[O:8])[CH2:2][CH2:3]3)=[O:28])=[CH:23][CH:22]=2)[CH:18]=[CH:19][CH:20]=1. (6) Given the reactants [Cl:1][C:2]1[CH:7]=[CH:6][CH:5]=[CH:4][C:3]=1[CH:8]([NH2:12])[CH:9]([CH3:11])[CH3:10].[I:13][C:14]1[C:22]2[C:17](=[CH:18][CH:19]=[C:20]([C:23](O)=[O:24])[CH:21]=2)[NH:16][N:15]=1.CCN(C(C)C)C(C)C.CN(C(ON1N=NC2C=CC=CC1=2)=[N+](C)C)C.[B-](F)(F)(F)F, predict the reaction product. The product is: [Cl:1][C:2]1[CH:7]=[CH:6][CH:5]=[CH:4][C:3]=1[CH:8]([NH:12][C:23]([C:20]1[CH:21]=[C:22]2[C:17](=[CH:18][CH:19]=1)[NH:16][N:15]=[C:14]2[I:13])=[O:24])[CH:9]([CH3:10])[CH3:11].